This data is from Forward reaction prediction with 1.9M reactions from USPTO patents (1976-2016). The task is: Predict the product of the given reaction. (1) Given the reactants [F:1][C:2]1[CH:15]=[CH:14][CH:13]=[C:12]([F:16])[C:3]=1[C:4]([NH:6][C:7]1[CH:11]=[CH:10][NH:9][N:8]=1)=[O:5].Br[CH2:18][C:19]1[CH:24]=[CH:23][C:22]([O:25][CH2:26][C:27]2[CH:32]=[CH:31][CH:30]=[CH:29][CH:28]=2)=[CH:21][C:20]=1[Cl:33].N1C(C)=CC=CC=1C, predict the reaction product. The product is: [Cl:33][C:20]1[CH:21]=[C:22]([O:25][CH2:26][C:27]2[CH:28]=[CH:29][CH:30]=[CH:31][CH:32]=2)[CH:23]=[CH:24][C:19]=1[CH2:18][N:9]1[CH:10]=[CH:11][C:7]([NH:6][C:4](=[O:5])[C:3]2[C:12]([F:16])=[CH:13][CH:14]=[CH:15][C:2]=2[F:1])=[N:8]1. (2) Given the reactants [N+:1]([C:4]1[CH:8]=[CH:7][N:6]([CH2:9][C@H:10]([OH:13])[CH2:11][OH:12])[N:5]=1)([O-])=O.[H][H], predict the reaction product. The product is: [NH2:1][C:4]1[CH:8]=[CH:7][N:6]([CH2:9][C@H:10]([OH:13])[CH2:11][OH:12])[N:5]=1.